This data is from Full USPTO retrosynthesis dataset with 1.9M reactions from patents (1976-2016). The task is: Predict the reactants needed to synthesize the given product. (1) Given the product [CH2:23]([C:19]1[CH:20]=[C:21]([CH3:22])[C:16]([N:13]2[CH2:14][CH2:15][N:10]([C:8]([C:5]3[CH:6]=[CH:7][C:2]([N:29]4[CH2:33][CH2:32][CH2:31][C:30]4=[O:34])=[CH:3][C:4]=3[S:25]([CH3:28])(=[O:27])=[O:26])=[O:9])[CH2:11][CH2:12]2)=[N:17][CH:18]=1)[CH3:24], predict the reactants needed to synthesize it. The reactants are: Br[C:2]1[CH:7]=[CH:6][C:5]([C:8]([N:10]2[CH2:15][CH2:14][N:13]([C:16]3[C:21]([CH3:22])=[CH:20][C:19]([CH2:23][CH3:24])=[CH:18][N:17]=3)[CH2:12][CH2:11]2)=[O:9])=[C:4]([S:25]([CH3:28])(=[O:27])=[O:26])[CH:3]=1.[NH:29]1[CH2:33][CH2:32][CH2:31][C:30]1=[O:34]. (2) Given the product [Cl:39][C:24]1[C:25]([NH:27][C:28]2[CH:33]=[CH:32][CH:31]=[CH:30][C:29]=2[N:34]2[CH:38]=[CH:37][CH:36]=[N:35]2)=[N:26][C:21]([NH:16][C:13]2[CH:14]=[CH:15][C:8]3[CH2:7][CH2:6][CH:5]([NH:4][CH2:3][CH:2]([F:19])[F:1])[CH2:11][CH2:10][C:9]=3[C:12]=2[O:17][CH3:18])=[N:22][CH:23]=1, predict the reactants needed to synthesize it. The reactants are: [F:1][CH:2]([F:19])[CH2:3][NH:4][CH:5]1[CH2:11][CH2:10][C:9]2[C:12]([O:17][CH3:18])=[C:13]([NH2:16])[CH:14]=[CH:15][C:8]=2[CH2:7][CH2:6]1.Cl[C:21]1[N:26]=[C:25]([NH:27][C:28]2[CH:33]=[CH:32][CH:31]=[CH:30][C:29]=2[N:34]2[CH:38]=[CH:37][CH:36]=[N:35]2)[C:24]([Cl:39])=[CH:23][N:22]=1.